Dataset: Full USPTO retrosynthesis dataset with 1.9M reactions from patents (1976-2016). Task: Predict the reactants needed to synthesize the given product. Given the product [F:32][C:33]([F:38])([F:37])[C:34]([OH:36])=[O:35].[Cl:19][C:15]1[CH:14]=[C:13]([CH:12]2[C:11]([C:22]3[CH:27]=[CH:26][C:25]([Cl:28])=[CH:24][CH:23]=3)([C:20]#[N:21])[CH:10]([CH:29]([CH3:31])[CH3:30])[NH:9][CH:8]2[C:6]([OH:7])=[O:5])[CH:18]=[CH:17][CH:16]=1, predict the reactants needed to synthesize it. The reactants are: C([O:5][C:6]([CH:8]1[CH:12]([C:13]2[CH:18]=[CH:17][CH:16]=[C:15]([Cl:19])[CH:14]=2)[C:11]([C:22]2[CH:27]=[CH:26][C:25]([Cl:28])=[CH:24][CH:23]=2)([C:20]#[N:21])[CH:10]([CH:29]([CH3:31])[CH3:30])[NH:9]1)=[O:7])(C)(C)C.[F:32][C:33]([F:38])([F:37])[C:34]([OH:36])=[O:35].